From a dataset of Catalyst prediction with 721,799 reactions and 888 catalyst types from USPTO. Predict which catalyst facilitates the given reaction. (1) Reactant: [CH:1]1[C:6]([CH2:7][C@H:8]([NH2:12])[C:9]([OH:11])=[O:10])=[CH:5][C:4]([OH:13])=[C:3]([OH:14])[CH:2]=1.[ClH:15]. Product: [CH:1]1[C:6]([CH2:7][C@H:8]([NH2:12])[C:9]([OH:11])=[O:10])=[CH:5][C:4]([OH:13])=[C:3]([OH:14])[CH:2]=1.[ClH:15]. The catalyst class is: 10. (2) Reactant: P(Cl)(Cl)(Cl)=O.[F:6][C:7]1[CH:16]=[C:15]([F:17])[CH:14]=[C:13]2[C:8]=1[C:9](=O)[NH:10][CH:11]=[N:12]2.[Cl:19][C:20]1[C:25]([NH2:26])=[C:24]2[O:27][CH2:28][O:29][C:23]2=[CH:22][CH:21]=1.C(N(C(C)C)CC)(C)C. Product: [Cl:19][C:20]1[C:25]([NH:26][C:9]2[C:8]3[C:13](=[CH:14][C:15]([F:17])=[CH:16][C:7]=3[F:6])[N:12]=[CH:11][N:10]=2)=[C:24]2[O:27][CH2:28][O:29][C:23]2=[CH:22][CH:21]=1. The catalyst class is: 159. (3) Reactant: C[O:2][C:3](=[O:28])[CH2:4][C:5]1[C:9]2[C:10]([Cl:27])=[CH:11][C:12]([O:15][CH2:16][C:17]3[N:21]([CH3:22])[N:20]=[C:19]([C:23]([F:26])([F:25])[F:24])[CH:18]=3)=[C:13]([F:14])[C:8]=2[S:7][CH:6]=1.C1COCC1.[OH-].[Na+].Cl. Product: [Cl:27][C:10]1[C:9]2[C:5]([CH2:4][C:3]([OH:28])=[O:2])=[CH:6][S:7][C:8]=2[C:13]([F:14])=[C:12]([O:15][CH2:16][C:17]2[N:21]([CH3:22])[N:20]=[C:19]([C:23]([F:25])([F:26])[F:24])[CH:18]=2)[CH:11]=1. The catalyst class is: 5. (4) Reactant: [F:1][C:2]1[CH:3]=[N:4][CH:5]=[CH:6][C:7]=1[NH2:8].C(N(CC)CC)C.[C:16](Cl)(=[O:23])[C:17]1[CH:22]=[CH:21][CH:20]=[CH:19][CH:18]=1. Product: [F:1][C:2]1[CH:3]=[N:4][CH:5]=[CH:6][C:7]=1[NH:8][C:16](=[O:23])[C:17]1[CH:22]=[CH:21][CH:20]=[CH:19][CH:18]=1. The catalyst class is: 7. (5) Reactant: [F:1][C:2]1[CH:8]=[CH:7][C:5]([NH2:6])=[CH:4][C:3]=1[CH3:9].C(=O)(O)[O-].[Na+].[I:15]I. Product: [F:1][C:2]1[C:3]([CH3:9])=[CH:4][C:5]([NH2:6])=[C:7]([I:15])[CH:8]=1. The catalyst class is: 24. (6) Reactant: [O:1]=[C:2]1[C:7]([C:8](OCC)=[O:9])=[N:6][NH:5][C:4](=[S:13])[NH:3]1.[NH3:14]. Product: [O:1]=[C:2]1[C:7]([C:8]([NH2:14])=[O:9])=[N:6][NH:5][C:4](=[S:13])[NH:3]1. The catalyst class is: 8. (7) Product: [Cl:9][C:10]1[CH:11]=[CH:12][C:13]([CH2:16][CH2:17][C:18]([NH:4][CH2:5][C:6]([OH:8])=[O:7])=[O:19])=[CH:14][CH:15]=1. Reactant: [OH-].[Na+].O.[NH2:4][CH2:5][C:6]([OH:8])=[O:7].[Cl:9][C:10]1[CH:15]=[CH:14][C:13]([CH2:16][CH2:17][C:18](Cl)=[O:19])=[CH:12][CH:11]=1. The catalyst class is: 12.